The task is: Predict the product of the given reaction.. This data is from Forward reaction prediction with 1.9M reactions from USPTO patents (1976-2016). (1) Given the reactants [O:1]1[CH2:4][C:3](=[O:5])[CH2:2]1.C[Si](C)(C)[C:8]([F:11])([F:10])[F:9].[F-].C([N+](CCCC)(CCCC)CCCC)CCC, predict the reaction product. The product is: [F:9][C:8]([F:11])([F:10])[C:3]1([OH:5])[CH2:4][O:1][CH2:2]1. (2) Given the reactants [SH3+].[Br-].[F:3][C:4]1[CH:15]=[CH:14][CH:13]=[CH:12][C:5]=1[CH2:6][S+]1CCCC1.[C:16]([O:26][CH2:27][CH3:28])(=[O:25])[CH:17]=[CH:18][C:19]1[CH:24]=[CH:23][CH:22]=[CH:21][CH:20]=1.C1OCCOCCOCCOC1.[Li+].C[Si]([N-][Si](C)(C)C)(C)C, predict the reaction product. The product is: [CH2:27]([O:26][C:16]([C@H:17]1[C@H:18]([C:19]2[CH:24]=[CH:23][CH:22]=[CH:21][CH:20]=2)[C@H:6]1[C:5]1[CH:12]=[CH:13][CH:14]=[CH:15][C:4]=1[F:3])=[O:25])[CH3:28]. (3) Given the reactants [CH3:1][O:2][C:3]1[CH:11]=[CH:10][C:9]([O:12][CH3:13])=[C:8]2[C:4]=1[CH2:5][CH2:6][C:7]2=O.C([SiH](CC)CC)C, predict the reaction product. The product is: [CH3:13][O:12][C:9]1[CH:10]=[CH:11][C:3]([O:2][CH3:1])=[C:4]2[C:8]=1[CH2:7][CH2:6][CH2:5]2. (4) The product is: [CH3:21][CH:20]([N:23]1[CH2:28][CH2:27][N:26]([C:2]2[CH:7]=[C:6]([O:8][CH3:9])[C:5]([N+:10]([O-:12])=[O:11])=[CH:4][C:3]=2[CH3:13])[CH2:25][CH2:24]1)[CH3:22]. Given the reactants F[C:2]1[CH:7]=[C:6]([O:8][CH3:9])[C:5]([N+:10]([O-:12])=[O:11])=[CH:4][C:3]=1[CH3:13].C(=O)([O-])[O-].[K+].[K+].[CH:20]([N:23]1[CH2:28][CH2:27][NH:26][CH2:25][CH2:24]1)([CH3:22])[CH3:21].O, predict the reaction product. (5) Given the reactants Br[CH2:2][C@@H:3]([NH:5][C:6]1[CH:25]=[CH:24][C:23]([C:26]#[N:27])=[CH:22][C:7]=1[C:8]([NH:10][CH2:11][C:12]1[CH:17]=[CH:16][C:15]([O:18][CH3:19])=[C:14]([O:20][CH3:21])[CH:13]=1)=[O:9])[CH3:4].[N-:28]=[N+:29]=[N-:30].[Na+], predict the reaction product. The product is: [N:28]([CH2:2][C@@H:3]([NH:5][C:6]1[CH:25]=[CH:24][C:23]([C:26]#[N:27])=[CH:22][C:7]=1[C:8]([NH:10][CH2:11][C:12]1[CH:17]=[CH:16][C:15]([O:18][CH3:19])=[C:14]([O:20][CH3:21])[CH:13]=1)=[O:9])[CH3:4])=[N+:29]=[N-:30]. (6) Given the reactants [CH3:1][O:2][C:3]1[CH:25]=[CH:24][C:6]([C:7]([NH:9][C:10]2[CH:15]=[C:14]([C:16]3[NH:17][CH:18]=[CH:19][CH:20]=3)[CH:13]=[CH:12][C:11]=2[N+:21]([O-])=O)=[O:8])=[CH:5][CH:4]=1.C1COCC1.O.O.[Sn](Cl)Cl.C([O-])(=O)C.[NH4+], predict the reaction product. The product is: [NH2:21][C:11]1[CH:12]=[CH:13][C:14]([C:16]2[NH:17][CH:18]=[CH:19][CH:20]=2)=[CH:15][C:10]=1[NH:9][C:7](=[O:8])[C:6]1[CH:24]=[CH:25][C:3]([O:2][CH3:1])=[CH:4][CH:5]=1. (7) Given the reactants [NH2:1][C:2]1[CH:3]=[C:4]([N:8]2[C:13](=[O:14])[C:12]([CH2:15][C:16]3[CH:21]=[CH:20][CH:19]=[CH:18][CH:17]=3)=[N:11][C:10]3[CH:22]=[CH:23][CH:24]=[N:25][C:9]2=3)[CH:5]=[CH:6][CH:7]=1.[C:26](O[C:26](=[O:29])[CH2:27][CH3:28])(=[O:29])[CH2:27][CH3:28].N1C=CC=CC=1.C(=O)(O)[O-].[Na+], predict the reaction product. The product is: [CH2:15]([C:12]1[C:13](=[O:14])[N:8]([C:4]2[CH:5]=[CH:6][CH:7]=[C:2]([NH:1][C:26](=[O:29])[CH2:27][CH3:28])[CH:3]=2)[C:9]2[N:25]=[CH:24][CH:23]=[CH:22][C:10]=2[N:11]=1)[C:16]1[CH:21]=[CH:20][CH:19]=[CH:18][CH:17]=1. (8) Given the reactants Cl.[Cl:2][C:3]1[CH:8]=[CH:7][C:6]([C:9]2[N:14]=[C:13]([C:15]([NH:17][C@H:18]([C:23]([CH3:26])([CH3:25])[CH3:24])[CH2:19][C:20](O)=[O:21])=[O:16])[CH:12]=[CH:11][C:10]=2[C:27]2[CH:32]=[CH:31][CH:30]=[CH:29][C:28]=2[CH3:33])=[CH:5][C:4]=1[O:34][CH2:35][CH2:36][CH2:37][N:38]([CH3:40])[CH3:39], predict the reaction product. The product is: [ClH:2].[Cl:2][C:3]1[CH:8]=[CH:7][C:6]([C:9]2[N:14]=[C:13]([C:15]([NH:17][C@@H:18]([CH2:19][CH2:20][OH:21])[C:23]([CH3:24])([CH3:26])[CH3:25])=[O:16])[CH:12]=[CH:11][C:10]=2[C:27]2[CH:32]=[CH:31][CH:30]=[CH:29][C:28]=2[CH3:33])=[CH:5][C:4]=1[O:34][CH2:35][CH2:36][CH2:37][N:38]([CH3:40])[CH3:39].